Binary Classification. Given a drug SMILES string, predict its activity (active/inactive) in a high-throughput screening assay against a specified biological target. From a dataset of Cav3 T-type calcium channel HTS with 100,875 compounds. (1) The molecule is S(CCC(NC(=O)N1CCN(CC1)c1cc(ccc1)C(F)(F)F)C(OC)=O)C. The result is 0 (inactive). (2) The compound is O=c1nc2n([nH]c(c2c(c1)C)C)CCCCC. The result is 0 (inactive). (3) The drug is O1CCN(CCN2C(\C(C(=O)C2=O)=C(\O)c2ccc(OCC=C)cc2)c2ccc(cc2)C)CC1. The result is 0 (inactive). (4) The molecule is O1C2(CCCCC2)CC(=O)c2c1ccc(OCC(OCC)=O)c2. The result is 0 (inactive). (5) The drug is S(c1n(Cc2ccccc2)c(nn1)c1ccncc1)Cc1oc(cc1)C(OC)=O. The result is 0 (inactive). (6) The molecule is Clc1ccc(N2CCN(CC2)C(=O)c2c(NC(=O)/C=C\C(O)=O)cccc2)cc1. The result is 0 (inactive).